Dataset: Reaction yield outcomes from USPTO patents with 853,638 reactions. Task: Predict the reaction yield, written as a fraction of the theoretical maximum amount of product (1.0 means a 100% yield; for example, 0.34 means a 34% yield). (1) The reactants are [OH:1][C:2]1[CH:10]=[CH:9][C:5]([C:6]([OH:8])=[O:7])=[CH:4][N:3]=1.S(=O)(=O)(O)O.[CH2:16](O)[CH3:17]. No catalyst specified. The product is [CH2:16]([O:7][C:6](=[O:8])[C:5]1[CH:9]=[CH:10][C:2]([OH:1])=[N:3][CH:4]=1)[CH3:17]. The yield is 0.800. (2) The reactants are [ClH:1].[CH2:2]([O:9][C:10]1[CH:15]=[CH:14][C:13]([C@@H:16]2[CH2:18][C@H:17]2[NH:19]C(=O)OC(C)(C)C)=[CH:12][CH:11]=1)[C:3]1[CH:8]=[CH:7][CH:6]=[CH:5][CH:4]=1. The catalyst is O1CCOCC1. The product is [ClH:1].[CH2:2]([O:9][C:10]1[CH:11]=[CH:12][C:13]([C@@H:16]2[CH2:18][C@H:17]2[NH2:19])=[CH:14][CH:15]=1)[C:3]1[CH:4]=[CH:5][CH:6]=[CH:7][CH:8]=1. The yield is 0.870.